This data is from Catalyst prediction with 721,799 reactions and 888 catalyst types from USPTO. The task is: Predict which catalyst facilitates the given reaction. (1) Reactant: Cl.[CH3:2][N:3]1[CH2:8][CH2:7][N:6]([CH2:9][C:10]2[CH:11]=[CH:12][C:13]([NH2:16])=[N:14][CH:15]=2)[CH2:5][CH2:4]1.CN(C(ON1N=NC2C=CC=CC1=2)=[N+](C)C)C.[B-](F)(F)(F)F.[S:39]1[CH:43]=[C:42]([C:44]2[C:53]3[N:52]=[CH:51][CH:50]=[N:49][C:48]=3[C:47]([C:54](O)=[O:55])=[CH:46][CH:45]=2)[C:41]2[CH:57]=[CH:58][CH:59]=[CH:60][C:40]1=2.S1C2C=CC=CC=2C(B(O)O)=C1. Product: [CH3:2][N:3]1[CH2:8][CH2:7][N:6]([CH2:9][C:10]2[CH:11]=[CH:12][C:13]([NH:16][C:54]([C:47]3[C:48]4[N:49]=[CH:50][CH:51]=[N:52][C:53]=4[C:44]([C:42]4[C:41]5[CH:57]=[CH:58][CH:59]=[CH:60][C:40]=5[S:39][CH:43]=4)=[CH:45][CH:46]=3)=[O:55])=[N:14][CH:15]=2)[CH2:5][CH2:4]1. The catalyst class is: 61. (2) Reactant: [NH:1]1[C:9]2[C:4](=[CH:5][C:6]([NH:10][C:11]3[C:12]4[N:19]=[C:18]([CH2:20][CH2:21][CH2:22][C:23]([O:25]CC)=[O:24])[S:17][C:13]=4[N:14]=[CH:15][N:16]=3)=[CH:7][CH:8]=2)[CH:3]=[N:2]1.CO.[OH-].[Li+].Cl. Product: [NH:1]1[C:9]2[C:4](=[CH:5][C:6]([NH:10][C:11]3[C:12]4[N:19]=[C:18]([CH2:20][CH2:21][CH2:22][C:23]([OH:25])=[O:24])[S:17][C:13]=4[N:14]=[CH:15][N:16]=3)=[CH:7][CH:8]=2)[CH:3]=[N:2]1. The catalyst class is: 7. (3) Reactant: [O:1]=[C:2]1[C:6]2([CH2:11][CH2:10][N:9]([C:12]([O:14][C:15]([CH3:18])([CH3:17])[CH3:16])=[O:13])[CH2:8][CH2:7]2)[CH2:5][CH2:4][NH:3]1.FC(F)(F)S(O[C:25]1[CH:26](C)[O:27][C:28](=[O:31])[C:29]=1[F:30])(=O)=O.CC1(C)C2C(=C(P(C3C=CC=CC=3)C3C=CC=CC=3)C=CC=2)OC2C(P(C3C=CC=CC=3)C3C=CC=CC=3)=CC=CC1=2.O. Product: [F:30][C:29]1[C:28](=[O:31])[O:27][CH2:26][C:25]=1[N:3]1[CH2:4][CH2:5][C:6]2([CH2:11][CH2:10][N:9]([C:12]([O:14][C:15]([CH3:18])([CH3:17])[CH3:16])=[O:13])[CH2:8][CH2:7]2)[C:2]1=[O:1]. The catalyst class is: 164. (4) Reactant: [F:1][C:2]1[C:3]([N+:12]([O-])=O)=[C:4]([CH:8]=[C:9]([F:11])[CH:10]=1)[C:5]([OH:7])=[O:6]. Product: [NH2:12][C:3]1[C:2]([F:1])=[CH:10][C:9]([F:11])=[CH:8][C:4]=1[C:5]([OH:7])=[O:6]. The catalyst class is: 43. (5) Reactant: [Cl:1][C:2]1[CH:24]=[CH:23][C:5]([CH2:6][NH:7][C:8]([C:10]2[C:11](=[O:22])[C:12]3[CH:19]=[C:18]([CH2:20]Cl)[S:17][C:13]=3[N:14]([CH3:16])[CH:15]=2)=[O:9])=[CH:4][CH:3]=1.C(N(CC)C(C)C)(C)C.Br.[CH3:35][NH:36][CH2:37][CH:38]([C:40]1[CH:41]=[N:42][CH:43]=[CH:44][CH:45]=1)[OH:39].O. Product: [Cl:1][C:2]1[CH:24]=[CH:23][C:5]([CH2:6][NH:7][C:8]([C:10]2[C:11](=[O:22])[C:12]3[CH:19]=[C:18]([CH2:20][N:36]([CH2:37][CH:38]([OH:39])[C:40]4[CH:41]=[N:42][CH:43]=[CH:44][CH:45]=4)[CH3:35])[S:17][C:13]=3[N:14]([CH3:16])[CH:15]=2)=[O:9])=[CH:4][CH:3]=1. The catalyst class is: 3. (6) Product: [CH2:2]([O:1][C:33](=[O:34])/[CH:32]=[C:31](\[CH3:35])/[CH:30]=[CH:29]/[CH:28]=[C:27](\[CH3:36])/[CH2:26][CH2:25]/[CH:24]=[C:23](\[CH3:37])/[CH2:22][CH2:6][CH:5]=[C:7]([CH3:20])[CH3:8])[CH3:3]. The catalyst class is: 9. Reactant: [O-:1][CH2:2][CH3:3].[Na+].[CH2:5]([C:7]([CH2:20]C)(P(O)(O)=O)/[C:8](/C)=C(\CC)/C([O-])=O)[CH3:6].[CH3:22][C:23]([CH3:37])=[CH:24][CH2:25][CH2:26]/[C:27](/[CH3:36])=[CH:28]/[CH2:29][CH2:30]/[C:31](/[CH3:35])=[CH:32]/[CH:33]=[O:34].C(O)(=O)C. (7) Reactant: [C:1]([O:5][C:6]([N:8](C(OC(C)(C)C)=O)[C:9]1[O:10][CH2:11][C:12]([F:25])([F:24])[C@:13]([C@H:16]2[CH2:18][C@@H:17]2[C:19]([O:21]CC)=[O:20])([CH3:15])[N:14]=1)=[O:7])([CH3:4])([CH3:3])[CH3:2].[OH-].[Na+].Cl. Product: [C:1]([O:5][C:6]([NH:8][C:9]1[O:10][CH2:11][C:12]([F:24])([F:25])[C@:13]([C@H:16]2[CH2:18][C@@H:17]2[C:19]([OH:21])=[O:20])([CH3:15])[N:14]=1)=[O:7])([CH3:2])([CH3:3])[CH3:4]. The catalyst class is: 8. (8) Reactant: FC(F)(F)C(O)=O.[Cl:8][C:9]1[C:10]([C:18]([NH2:20])=[O:19])=[C:11]2[CH2:16][NH:15][CH2:14][CH2:13][N:12]2[CH:17]=1.C(N(CC)CC)C.[N:28]1[CH:33]=[CH:32][CH:31]=[CH:30][C:29]=1[C:34]1[S:38][C:37]([S:39](Cl)(=[O:41])=[O:40])=[CH:36][CH:35]=1. Product: [Cl:8][C:9]1[C:10]([C:18]([NH2:20])=[O:19])=[C:11]2[CH2:16][N:15]([S:39]([C:37]3[S:38][C:34]([C:29]4[CH:30]=[CH:31][CH:32]=[CH:33][N:28]=4)=[CH:35][CH:36]=3)(=[O:40])=[O:41])[CH2:14][CH2:13][N:12]2[CH:17]=1. The catalyst class is: 10. (9) Reactant: [CH3:1][C:2]1[C:7]([CH2:8][NH2:9])=[CH:6][CH:5]=[C:4]([CH3:10])[N:3]=1.Br[C:12]1[C:13](=[O:30])[N:14]([CH3:29])[N:15]=[C:16]([O:18][CH2:19][C@H:20]2[CH2:22][C@@H:21]2[C:23]2[CH:28]=[CH:27][CH:26]=[CH:25][N:24]=2)[CH:17]=1.C1C=CC(P(C2C(C3C(P(C4C=CC=CC=4)C4C=CC=CC=4)=CC=C4C=3C=CC=C4)=C3C(C=CC=C3)=CC=2)C2C=CC=CC=2)=CC=1.C(O[Na])(C)(C)C. Product: [CH3:1][C:2]1[C:7]([CH2:8][NH:9][C:12]2[C:13](=[O:30])[N:14]([CH3:29])[N:15]=[C:16]([O:18][CH2:19][C@H:20]3[CH2:22][C@@H:21]3[C:23]3[CH:28]=[CH:27][CH:26]=[CH:25][N:24]=3)[CH:17]=2)=[CH:6][CH:5]=[C:4]([CH3:10])[N:3]=1. The catalyst class is: 101. (10) Reactant: [CH3:1]OC(C)[O-].COC(C)[O-].[H-].[Al+3].[Na+].[C:14]1([CH3:20])[CH:19]=[CH:18][CH:17]=[CH:16][CH:15]=1.[OH-:21].[NH4+:22].CCOC(C)=O.[CH2:29]1C[O:32][CH2:31][CH2:30]1. Product: [CH2:20]([N:22]1[CH2:29][C@@H:30]([OH:21])[C@H:31]([OH:32])[CH2:1]1)[C:14]1[CH:19]=[CH:18][CH:17]=[CH:16][CH:15]=1. The catalyst class is: 4.